From a dataset of Forward reaction prediction with 1.9M reactions from USPTO patents (1976-2016). Predict the product of the given reaction. Given the reactants BrC1C=C(C)C(C(N2CCC(N3CCCC3)CC2)=O)=C(C)C=1.[CH3:23][C:24]1[C:29]([C:30]([N:32]2[CH2:37][CH2:36][CH:35]([N:38]3[CH2:42][CH2:41][CH2:40][CH2:39]3)[CH2:34][CH2:33]2)=[O:31])=[C:28]([CH3:43])[CH:27]=[C:26]([C:44]2[CH:49]=[CH:48][CH:47]=[C:46]([O:50][C:51]([F:54])([F:53])[F:52])[CH:45]=2)[N:25]=1.N1CCC(N2CCC[C@H]2[CH2:66][O:67][C:68](=[O:75])[C:69]2[CH:74]=[CH:73][CH:72]=[CH:71][CH:70]=2)CC1, predict the reaction product. The product is: [CH3:23][C:24]1[C:29]([C:30]([N:32]2[CH2:37][CH2:36][CH:35]([N:38]3[CH2:39][CH2:40][CH2:41][C@H:42]3[CH2:66][O:67][C:68](=[O:75])[C:69]3[CH:74]=[CH:73][CH:72]=[CH:71][CH:70]=3)[CH2:34][CH2:33]2)=[O:31])=[C:28]([CH3:43])[CH:27]=[C:26]([C:44]2[CH:49]=[CH:48][CH:47]=[C:46]([O:50][C:51]([F:53])([F:54])[F:52])[CH:45]=2)[N:25]=1.